This data is from Forward reaction prediction with 1.9M reactions from USPTO patents (1976-2016). The task is: Predict the product of the given reaction. (1) The product is: [OH:1][C:2]1[C:3]2[C:13]([C:14]3[S:15][C:16]([C:30]#[C:29][CH2:28][O:31][CH3:32])=[C:17]([CH3:19])[CH:18]=3)=[CH:12][S:11][C:4]=2[NH:5][C:6](=[O:10])[C:7]=1[C:8]#[N:9]. Given the reactants [OH:1][C:2]1[C:3]2[C:13]([C:14]3[S:15][C:16](I)=[C:17]([CH3:19])[CH:18]=3)=[CH:12][S:11][C:4]=2[NH:5][C:6](=[O:10])[C:7]=1[C:8]#[N:9].CCN(CC)CC.[CH2:28]([O:31][CH3:32])[C:29]#[CH:30], predict the reaction product. (2) Given the reactants CC([O:5][CH2:6][C:7]1[C:11]([CH2:12][OH:13])=[C:10]([CH:14]([CH3:16])[CH3:15])[O:9][N:8]=1)(C)C.O[C:18]1[CH:23]=[CH:22][C:21]([C:24]2[CH:25]=[C:26]3[C:31](=[CH:32][CH:33]=2)[N:30]=[C:29]([C:34]([O:36][CH3:37])=[O:35])[CH:28]=[CH:27]3)=[CH:20][CH:19]=1.C1(P(C2C=CC=CC=2)C2C=CC=CC=2)C=CC=CC=1.N(C(OC(C)C)=O)=NC(OC(C)C)=O.FC(F)(F)C(O)=O, predict the reaction product. The product is: [OH:5][CH2:6][C:7]1[C:11]([CH2:12][O:13][C:18]2[CH:19]=[CH:20][C:21]([C:24]3[CH:25]=[C:26]4[C:31](=[CH:32][CH:33]=3)[N:30]=[C:29]([C:34]([O:36][CH3:37])=[O:35])[CH:28]=[CH:27]4)=[CH:22][CH:23]=2)=[C:10]([CH:14]([CH3:15])[CH3:16])[O:9][N:8]=1. (3) Given the reactants [CH:1]1[CH:6]=[CH:5][C:4]([CH2:7]Br)=[CH:3][CH:2]=1.[C:9]([OH:18])(=[O:17])[C:10]1[C:11](=[CH:13][CH:14]=[CH:15][CH:16]=1)[OH:12].O, predict the reaction product. The product is: [OH:12][C:11]1[CH:13]=[CH:14][CH:15]=[CH:16][C:10]=1[C:9]([O:18][CH2:7][C:4]1[CH:5]=[CH:6][CH:1]=[CH:2][CH:3]=1)=[O:17]. (4) Given the reactants Br[C:2]1[CH:7]=[CH:6][C:5]([C:8]2[N:12]([CH2:13][C@@H:14]3[CH2:18][CH2:17][N:16]([C:19]([CH:21]4[CH2:23][CH2:22]4)=[O:20])[CH2:15]3)[N:11]=[N:10][CH:9]=2)=[CH:4][CH:3]=1.[NH:24]1[C:32]2[C:27](=[CH:28][CH:29]=[C:30](B(O)O)[CH:31]=2)[CH:26]=[CH:25]1, predict the reaction product. The product is: [CH:21]1([C:19]([N:16]2[CH2:17][CH2:18][C@@H:14]([CH2:13][N:12]3[C:8]([C:5]4[CH:6]=[CH:7][C:2]([C:30]5[CH:31]=[C:32]6[C:27]([CH:26]=[CH:25][NH:24]6)=[CH:28][CH:29]=5)=[CH:3][CH:4]=4)=[CH:9][N:10]=[N:11]3)[CH2:15]2)=[O:20])[CH2:23][CH2:22]1. (5) Given the reactants CS(O[CH2:6][C:7]1[CH:11]=[C:10]([C:12]2[C:13]([C:42](=[O:46])[NH:43][CH2:44][CH3:45])=[N:14][O:15][C:16]=2[C:17]2[CH:22]=[C:21]([CH:23]([CH3:25])[CH3:24])[C:20]([O:26][CH2:27][C:28]3[CH:33]=[CH:32][CH:31]=[CH:30][CH:29]=3)=[CH:19][C:18]=2[O:34][CH2:35][C:36]2[CH:41]=[CH:40][CH:39]=[CH:38][CH:37]=2)[O:9][N:8]=1)(=O)=O.[CH3:47][N:48]1[CH2:53][CH2:52][NH:51][CH2:50][CH2:49]1, predict the reaction product. The product is: [CH2:35]([O:34][C:18]1[CH:19]=[C:20]([O:26][CH2:27][C:28]2[CH:29]=[CH:30][CH:31]=[CH:32][CH:33]=2)[C:21]([CH:23]([CH3:24])[CH3:25])=[CH:22][C:17]=1[C:16]1[O:15][N:14]=[C:13]([C:42]([NH:43][CH2:44][CH3:45])=[O:46])[C:12]=1[C:10]1[O:9][N:8]=[C:7]([CH2:6][N:51]2[CH2:52][CH2:53][N:48]([CH3:47])[CH2:49][CH2:50]2)[CH:11]=1)[C:36]1[CH:41]=[CH:40][CH:39]=[CH:38][CH:37]=1.